Dataset: Forward reaction prediction with 1.9M reactions from USPTO patents (1976-2016). Task: Predict the product of the given reaction. (1) Given the reactants [CH3:1][C:2]1[CH:3]=[C:4]([CH:7]=[CH:8][C:9]=1[N+:10]([O-:12])=[O:11])[CH2:5]Br.COC(=O)CC[S:18]([O-:21])(=O)=[O:19].[Na+].[NH2:24]OS(O)(=O)=O.CC([O-])=O.[Na+], predict the reaction product. The product is: [CH3:1][C:2]1[CH:3]=[C:4]([CH2:5][S:18]([NH2:24])(=[O:21])=[O:19])[CH:7]=[CH:8][C:9]=1[N+:10]([O-:12])=[O:11]. (2) The product is: [O:1]=[C:2]1[CH2:6][CH2:5][C:4](=[O:7])[N:3]1[O:8][C:9](=[O:14])[CH2:10][CH2:11][CH2:12][CH2:13][Si:16]([Cl:15])([CH2:21][CH:22]([CH3:24])[CH3:23])[CH2:17][CH:18]([CH3:20])[CH3:19]. Given the reactants [O:1]=[C:2]1[CH2:6][CH2:5][C:4](=[O:7])[N:3]1[O:8][C:9](=[O:14])[CH2:10][CH2:11][CH:12]=[CH2:13].[Cl:15][SiH:16]([CH2:21][CH:22]([CH3:24])[CH3:23])[CH2:17][CH:18]([CH3:20])[CH3:19], predict the reaction product.